This data is from Catalyst prediction with 721,799 reactions and 888 catalyst types from USPTO. The task is: Predict which catalyst facilitates the given reaction. (1) The catalyst class is: 17. Reactant: [CH3:1][C:2]1[CH:7]=[CH:6][C:5]([S:8](Cl)(=[O:10])=[O:9])=[CH:4][CH:3]=1.[F:12][C:13]1[CH:14]=[CH:15][C:16]([NH2:19])=[N:17][CH:18]=1. Product: [F:12][C:13]1[CH:14]=[CH:15]/[C:16](=[N:19]\[S:8]([C:5]2[CH:6]=[CH:7][C:2]([CH3:1])=[CH:3][CH:4]=2)(=[O:10])=[O:9])/[NH:17][CH:18]=1. (2) Reactant: [CH3:1][O:2][C:3]([C@H:5]1[CH2:10][CH2:9][C@H:8]([C:11]([OH:13])=O)[CH2:7][CH2:6]1)=[O:4].S(Cl)([Cl:16])=O. Product: [Cl:16][C:11]([C@H:8]1[CH2:9][CH2:10][C@H:5]([C:3]([O:2][CH3:1])=[O:4])[CH2:6][CH2:7]1)=[O:13]. The catalyst class is: 85. (3) Reactant: [NH:1]1[CH2:6][CH2:5][O:4][CH2:3][CH2:2]1.Cl[C:8]1[N:13]=[C:12]([Cl:14])[N:11]=[C:10]2[NH:15][N:16]=[CH:17][C:9]=12. Product: [Cl:14][C:12]1[N:11]=[C:10]2[NH:15][N:16]=[CH:17][C:9]2=[C:8]([N:1]2[CH2:6][CH2:5][O:4][CH2:3][CH2:2]2)[N:13]=1. The catalyst class is: 347.